This data is from Catalyst prediction with 721,799 reactions and 888 catalyst types from USPTO. The task is: Predict which catalyst facilitates the given reaction. (1) Reactant: [CH3:1][C:2]1[C:6]2[CH:7]=[C:8]([CH3:11])[CH:9]=[CH:10][C:5]=2[S:4][CH:3]=1.[Cl:12][S:13](O)(=[O:15])=[O:14].C([O-])(O)=O.[Na+]. Product: [CH3:1][C:2]1[C:6]2[CH:7]=[C:8]([CH3:11])[CH:9]=[CH:10][C:5]=2[S:4][C:3]=1[S:13]([Cl:12])(=[O:15])=[O:14]. The catalyst class is: 22. (2) Reactant: [CH3:13][C:12]([O:11][C:9](O[C:9]([O:11][C:12]([CH3:15])([CH3:14])[CH3:13])=[O:10])=[O:10])([CH3:15])[CH3:14].[CH3:16][C:17]1[NH:21][C:20]([CH:22]=[O:23])=[CH:19][CH:18]=1. Product: [CH:22]([C:20]1[N:21]([C:9]([O:11][C:12]([CH3:13])([CH3:14])[CH3:15])=[O:10])[C:17]([CH3:16])=[CH:18][CH:19]=1)=[O:23]. The catalyst class is: 840. (3) Reactant: [Cl:1][C:2]1[N:7]=[C:6](/[CH:8]=[C:9](/[C:11]2[CH:12]=[C:13]([NH:17][S:18]([C:21]3[C:26]([F:27])=[CH:25][CH:24]=[CH:23][C:22]=3[F:28])(=[O:20])=[O:19])[CH:14]=[CH:15][CH:16]=2)\O)[CH:5]=[CH:4][N:3]=1.C1C(=O)N(Br)C(=O)C1.[N:37]1([C:42](=[S:44])[NH2:43])[CH2:41][CH2:40][CH2:39][CH2:38]1. Product: [Cl:1][C:2]1[N:7]=[C:6]([C:8]2[S:44][C:42]([N:37]3[CH2:41][CH2:40][CH2:39][CH2:38]3)=[N:43][C:9]=2[C:11]2[CH:12]=[C:13]([NH:17][S:18]([C:21]3[C:26]([F:27])=[CH:25][CH:24]=[CH:23][C:22]=3[F:28])(=[O:20])=[O:19])[CH:14]=[CH:15][CH:16]=2)[CH:5]=[CH:4][N:3]=1. The catalyst class is: 2.